From a dataset of Reaction yield outcomes from USPTO patents with 853,638 reactions. Predict the reaction yield, written as a fraction of the theoretical maximum amount of product (1.0 means a 100% yield; for example, 0.34 means a 34% yield). The reactants are [CH3:1][O:2][C:3]1[C:4]([CH3:18])=[C:5](OS(C(F)(F)F)(=O)=O)[C:6]([CH3:9])=[CH:7][CH:8]=1.[CH3:19][O:20][C:21](=[O:51])[CH2:22][C@H:23]1[C:27]2[CH:28]=[CH:29][C:30]([O:32][C@H:33]3[C:41]4[C:36](=[C:37](B5OC(C)(C)C(C)(C)O5)[CH:38]=[CH:39][CH:40]=4)[CH2:35][CH2:34]3)=[CH:31][C:26]=2[O:25][CH2:24]1. The catalyst is O1CCCC1.C1(C)C=CC=CC=1. The product is [CH3:19][O:20][C:21](=[O:51])[CH2:22][C@H:23]1[C:27]2[CH:28]=[CH:29][C:30]([O:32][C@H:33]3[C:41]4[C:36](=[C:37]([C:5]5[C:6]([CH3:9])=[CH:7][CH:8]=[C:3]([O:2][CH3:1])[C:4]=5[CH3:18])[CH:38]=[CH:39][CH:40]=4)[CH2:35][CH2:34]3)=[CH:31][C:26]=2[O:25][CH2:24]1. The yield is 0.400.